From a dataset of Reaction yield outcomes from USPTO patents with 853,638 reactions. Predict the reaction yield, written as a fraction of the theoretical maximum amount of product (1.0 means a 100% yield; for example, 0.34 means a 34% yield). (1) The reactants are [CH3:1][C:2]1[N:3]([CH2:21][C:22]([O:24][CH2:25][CH3:26])=[O:23])[C:4]2[CH2:5][C:6]([CH3:20])([CH3:19])[CH2:7][C:8](=[O:18])[C:9]=2[C:10]=1[S:11][C:12]1[CH:17]=[CH:16][CH:15]=[CH:14][CH:13]=1.[Cl:27][S:28](O)(=[O:30])=[O:29].C(OCC)(=O)C. The catalyst is ClCCl. The product is [Cl:27][S:28]([C:15]1[CH:14]=[CH:13][C:12]([S:11][C:10]2[C:9]3[C:8](=[O:18])[CH2:7][C:6]([CH3:20])([CH3:19])[CH2:5][C:4]=3[N:3]([CH2:21][C:22]([O:24][CH2:25][CH3:26])=[O:23])[C:2]=2[CH3:1])=[CH:17][CH:16]=1)(=[O:30])=[O:29]. The yield is 0.850. (2) The reactants are CC(C[AlH]CC(C)C)C.C([O:12][C:13](=O)[CH2:14][CH2:15][C:16]1[S:17][C:18]([CH2:21][CH2:22][C:23](OCC)=[O:24])=[CH:19][CH:20]=1)C. The catalyst is C1COCC1. The product is [OH:24][CH2:23][CH2:22][CH2:21][C:18]1[S:17][C:16]([CH2:15][CH2:14][CH2:13][OH:12])=[CH:20][CH:19]=1. The yield is 0.850. (3) The reactants are [N+:1]([C:4]1[CH:9]=[CH:8][C:7]([CH2:10][CH:11]([NH2:22])[C:12]2[N:13]=[C:14]([C:17]3[S:18][CH:19]=[CH:20][CH:21]=3)[S:15][CH:16]=2)=[CH:6][CH:5]=1)([O-:3])=[O:2].[Cl:23][C:24]1[CH:25]=[C:26]([CH2:30][C:31](O)=[O:32])[CH:27]=[CH:28][CH:29]=1.ON1C2C=CC=CC=2N=N1.CN(C)CCCN=C=NCC.C(N(CC)CC)C. The catalyst is CN(C=O)C.O. The product is [Cl:23][C:24]1[CH:25]=[C:26]([CH2:30][C:31]([NH:22][C@H:11]([C:12]2[N:13]=[C:14]([C:17]3[S:18][CH:19]=[CH:20][CH:21]=3)[S:15][CH:16]=2)[CH2:10][C:7]2[CH:6]=[CH:5][C:4]([N+:1]([O-:3])=[O:2])=[CH:9][CH:8]=2)=[O:32])[CH:27]=[CH:28][CH:29]=1. The yield is 0.600. (4) The reactants are Cl.Cl.[NH:3]1[CH2:6][CH:5]([C:7]2[C:8]([O:28][CH3:29])=[C:9]([CH:15]([N:17]3[C:21]4=[N:22][CH:23]=[N:24][C:25]([NH2:26])=[C:20]4[C:19]([CH3:27])=[N:18]3)[CH3:16])[CH:10]=[C:11]([Cl:14])[C:12]=2[CH3:13])[CH2:4]1.FC(F)(F)S(O[CH2:36][C:37]([F:40])([F:39])[F:38])(=O)=O.C(N(CC)CC)C. The catalyst is C(Cl)Cl. The product is [Cl:14][C:11]1[C:12]([CH3:13])=[C:7]([CH:5]2[CH2:4][N:3]([CH2:36][C:37]([F:40])([F:39])[F:38])[CH2:6]2)[C:8]([O:28][CH3:29])=[C:9]([CH:15]([N:17]2[C:21]3=[N:22][CH:23]=[N:24][C:25]([NH2:26])=[C:20]3[C:19]([CH3:27])=[N:18]2)[CH3:16])[CH:10]=1. The yield is 0.390. (5) The reactants are [C:1]([C:5]1[CH:10]=[C:9](Br)[C:8]([N+:12]([O-:14])=[O:13])=[CH:7][C:6]=1[OH:15])([CH3:4])([CH3:3])[CH3:2].[CH2:16]([O:18][C:19]1[CH:24]=[CH:23][CH:22]=[CH:21][C:20]=1B(O)O)[CH3:17].C(=O)([O-])[O-].[K+].[K+].O. The catalyst is CN(C=O)C.C1C=CC([P]([Pd]([P](C2C=CC=CC=2)(C2C=CC=CC=2)C2C=CC=CC=2)([P](C2C=CC=CC=2)(C2C=CC=CC=2)C2C=CC=CC=2)[P](C2C=CC=CC=2)(C2C=CC=CC=2)C2C=CC=CC=2)(C2C=CC=CC=2)C2C=CC=CC=2)=CC=1. The product is [C:1]([C:5]1[CH:10]=[C:9]([C:20]2[CH:21]=[CH:22][CH:23]=[CH:24][C:19]=2[O:18][CH2:16][CH3:17])[C:8]([N+:12]([O-:14])=[O:13])=[CH:7][C:6]=1[OH:15])([CH3:4])([CH3:3])[CH3:2]. The yield is 0.920. (6) The catalyst is CO.[Pd]. The reactants are C1([C@H]([NH:9][C@@H:10]2[CH2:15][CH2:14][N:13]([C:16]([O:18][C:19]([CH3:22])([CH3:21])[CH3:20])=[O:17])[CH2:12][C@H:11]2[C:23]([O:25][CH2:26][CH3:27])=[O:24])C)C=CC=CC=1.C([O-])=O.[NH4+]. The yield is 0.960. The product is [NH2:9][C@@H:10]1[CH2:15][CH2:14][N:13]([C:16]([O:18][C:19]([CH3:20])([CH3:21])[CH3:22])=[O:17])[CH2:12][C@H:11]1[C:23]([O:25][CH2:26][CH3:27])=[O:24].